This data is from Human liver microsome stability data. The task is: Regression/Classification. Given a drug SMILES string, predict its absorption, distribution, metabolism, or excretion properties. Task type varies by dataset: regression for continuous measurements (e.g., permeability, clearance, half-life) or binary classification for categorical outcomes (e.g., BBB penetration, CYP inhibition). Dataset: hlm. (1) The molecule is O=C(c1ccc2nc(O)c3c(c2c1)CCSC3)N1CCN(C2CCCC2)CC1. The result is 1 (stable in human liver microsomes). (2) The drug is CC(C)(C)c1ccc(C(=O)Nc2ccc(C#N)nc2)cc1. The result is 0 (unstable in human liver microsomes). (3) The drug is Cc1ccc2c(C(CC3CC3)CC(F)(F)F)c(-c3ccccc3)[nH]c2c1. The result is 0 (unstable in human liver microsomes). (4) The molecule is Cc1ccc(Nc2nc(-c3cc(C(=O)Nc4ccccn4)no3)co2)cc1. The result is 1 (stable in human liver microsomes). (5) The drug is Cc1nc(C(=O)N2[C@H](CNc3ccc(C(F)(F)F)cn3)CCC[C@@H]2C)c(-c2ccc(F)cc2)s1. The result is 0 (unstable in human liver microsomes). (6) The drug is COc1ccc(C(=O)NCc2cccc(C(=O)Nc3ccc4c(c3)CN(C)CC4)c2)cc1OC. The result is 0 (unstable in human liver microsomes).